From a dataset of Forward reaction prediction with 1.9M reactions from USPTO patents (1976-2016). Predict the product of the given reaction. (1) Given the reactants [OH:1][C:2]1[CH:3]=[C:4]2[C:9](=[CH:10][CH:11]=1)[O:8][C:7](=[O:12])[CH:6]=[C:5]2[CH3:13].[CH2:14](O)[CH2:15][CH2:16][CH2:17][CH:18]=[CH2:19], predict the reaction product. The product is: [CH3:13][C:5]1[C:4]2[CH:3]=[C:2]([O:1][CH2:19][CH2:18][CH2:17][CH2:16][CH:15]=[CH2:14])[CH:11]=[CH:10][C:9]=2[O:8][C:7](=[O:12])[CH:6]=1. (2) Given the reactants [CH3:1][O:2][C:3](=[O:15])[C:4]1[CH:9]=[C:8]([S:10](=[O:13])(=[O:12])[NH2:11])[CH:7]=[CH:6][C:5]=1[OH:14].[CH3:16][O:17][C:18]1[CH:25]=[CH:24][C:21]([CH2:22]O)=[CH:20][CH:19]=1.C1(P(C2C=CC=CC=2)C2C=CC=CC=2)C=CC=CC=1.N(C(OC(C)(C)C)=O)=NC(OC(C)(C)C)=O, predict the reaction product. The product is: [CH3:1][O:2][C:3](=[O:15])[C:4]1[CH:9]=[C:8]([S:10](=[O:13])(=[O:12])[NH2:11])[CH:7]=[CH:6][C:5]=1[O:14][CH2:22][C:21]1[CH:24]=[CH:25][C:18]([O:17][CH3:16])=[CH:19][CH:20]=1. (3) Given the reactants [OH:1][C:2]1[CH:3]=[C:4]([CH2:8][C:9]([O:11][CH2:12][CH3:13])=[O:10])[CH:5]=[CH:6][CH:7]=1.C(=O)([O-])[O-].[K+].[K+].[CH3:20][C:21]1[CH:28]=[C:27]([CH3:29])[CH:26]=[CH:25][C:22]=1[CH2:23]Cl, predict the reaction product. The product is: [CH3:20][C:21]1[CH:28]=[C:27]([CH3:29])[CH:26]=[CH:25][C:22]=1[CH2:23][O:1][C:2]1[CH:3]=[C:4]([CH2:8][C:9]([O:11][CH2:12][CH3:13])=[O:10])[CH:5]=[CH:6][CH:7]=1.